From a dataset of Forward reaction prediction with 1.9M reactions from USPTO patents (1976-2016). Predict the product of the given reaction. (1) Given the reactants CC(N=N[C:8]([C:11]#N)([CH3:10])C)(C#N)C.[OH2:13].C(#N)C.[CH:17]([OH:20])([CH3:19])C.C[C:22](=[O:25])CC, predict the reaction product. The product is: [C:17]([O:20][CH:8]([CH3:10])[CH2:11][O:25][CH3:22])(=[O:13])[CH3:19]. (2) Given the reactants [C:1]([O:5][C:6]([N:8]1[CH2:17][CH2:16][C:15]2[C:10](=[CH:11][CH:12]=[C:13]([CH2:18][CH2:19][OH:20])[CH:14]=2)[CH2:9]1)=[O:7])([CH3:4])([CH3:3])[CH3:2].[CH3:21][C:22]1[CH:27]=[CH:26][C:25]([S:28](Cl)(=[O:30])=[O:29])=[CH:24][CH:23]=1, predict the reaction product. The product is: [C:1]([O:5][C:6]([N:8]1[CH2:17][CH2:16][C:15]2[C:10](=[CH:11][CH:12]=[C:13]([CH2:18][CH2:19][O:20][S:28]([C:25]3[CH:26]=[CH:27][C:22]([CH3:21])=[CH:23][CH:24]=3)(=[O:30])=[O:29])[CH:14]=2)[CH2:9]1)=[O:7])([CH3:4])([CH3:3])[CH3:2]. (3) Given the reactants [CH:1]1([C:4]2[N:5]=[C:6]3[CH:11]=[CH:10][C:9]([N:12]4[CH:17]=[CH:16][C:15]([OH:18])=[CH:14][C:13]4=[O:19])=[CH:8][N:7]3[C:20]=2[CH3:21])[CH2:3][CH2:2]1.[Cl:22][C:23]1[CH:24]=[C:25]([CH2:28]O)[S:26][CH:27]=1.C(P(CCCC)CCCC)CCC.N(C(N1CCCCC1)=O)=NC(N1CCCCC1)=O, predict the reaction product. The product is: [Cl:22][C:23]1[CH:24]=[C:25]([CH2:28][O:18][C:15]2[CH:16]=[CH:17][N:12]([C:9]3[CH:10]=[CH:11][C:6]4[N:7]([C:20]([CH3:21])=[C:4]([CH:1]5[CH2:3][CH2:2]5)[N:5]=4)[CH:8]=3)[C:13](=[O:19])[CH:14]=2)[S:26][CH:27]=1. (4) The product is: [CH2:11]([N:14]1[C:22]2[C:17](=[CH:18][CH:19]=[C:20]([C:23]([O:25][CH3:26])=[O:24])[CH:21]=2)[C:16]([CH:27]2[CH2:32][CH2:31][CH2:30][CH2:29][CH2:28]2)=[C:15]1[C:33]1[CH:38]=[CH:37][C:36]([O:39][CH3:40])=[CH:35][C:34]=1[CH:41]=[O:42])[CH:12]=[CH2:13]. Given the reactants CS(C)=O.C(Cl)(=O)C(Cl)=O.[CH2:11]([N:14]1[C:22]2[C:17](=[CH:18][CH:19]=[C:20]([C:23]([O:25][CH3:26])=[O:24])[CH:21]=2)[C:16]([CH:27]2[CH2:32][CH2:31][CH2:30][CH2:29][CH2:28]2)=[C:15]1[C:33]1[CH:38]=[CH:37][C:36]([O:39][CH3:40])=[CH:35][C:34]=1[CH2:41][OH:42])[CH:12]=[CH2:13].CCN(CC)CC, predict the reaction product. (5) Given the reactants [CH3:1][O:2][C:3](=[O:36])[CH2:4][CH:5]1[C:9]2[CH:10]=[CH:11][C:12]([O:14][CH:15]3[C:23]4[C:18](=[C:19]([O:25][C:26]5[CH:31]=[CH:30][C:29]([CH:32]=C)=[CH:28][C:27]=5[C:34]#[N:35])[CH:20]=[CH:21][C:22]=4[F:24])[CH2:17][CH2:16]3)=[CH:13][C:8]=2[O:7][CH2:6]1.O.[O-:38]I(=O)(=O)=O.[Na+], predict the reaction product. The product is: [CH3:1][O:2][C:3](=[O:36])[CH2:4][C@H:5]1[C:9]2[CH:10]=[CH:11][C:12]([O:14][C@H:15]3[C:23]4[C:18](=[C:19]([O:25][C:26]5[CH:31]=[CH:30][C:29]([CH:32]=[O:38])=[CH:28][C:27]=5[C:34]#[N:35])[CH:20]=[CH:21][C:22]=4[F:24])[CH2:17][CH2:16]3)=[CH:13][C:8]=2[O:7][CH2:6]1.